This data is from Full USPTO retrosynthesis dataset with 1.9M reactions from patents (1976-2016). The task is: Predict the reactants needed to synthesize the given product. (1) Given the product [F:1][C:2]([F:7])([F:6])[C:3]([OH:5])=[O:4].[CH2:8]([O:10][CH2:11][C:12]1[N:13]([CH2:26][CH2:27][NH2:28])[C:14]2[C:19]([CH3:20])=[C:18]([CH3:21])[N:17]3[N:22]=[N:23][N:24]=[C:16]3[C:15]=2[N:25]=1)[CH3:9], predict the reactants needed to synthesize it. The reactants are: [F:1][C:2]([F:7])([F:6])[C:3]([OH:5])=[O:4].[CH2:8]([O:10][CH2:11][C:12]1[N:13]([CH2:26][CH2:27][NH:28]C(=O)OC(C)(C)C)[C:14]2[C:19]([CH3:20])=[C:18]([CH3:21])[N:17]3[N:22]=[N:23][N:24]=[C:16]3[C:15]=2[N:25]=1)[CH3:9].CC(O)C. (2) Given the product [ClH:13].[Cl:13][C:14]1[CH:15]=[C:16]([CH:22]=[CH:23][CH:24]=1)[O:17][CH2:18][CH2:19][CH2:20][NH:21][C:10]([CH:8]1[CH2:7][CH2:6][C:5]2[NH:1][CH:2]=[N:3][C:4]=2[CH2:9]1)=[O:12], predict the reactants needed to synthesize it. The reactants are: [N:1]1[C:5]2[CH2:6][CH2:7][CH:8]([C:10]([OH:12])=O)[CH2:9][C:4]=2[NH:3][CH:2]=1.[Cl:13][C:14]1[CH:15]=[C:16]([CH:22]=[CH:23][CH:24]=1)[O:17][CH2:18][CH2:19][CH2:20][NH2:21]. (3) The reactants are: [CH3:1][N:2]1[C:10]2[C:5](=[CH:6][CH:7]=[CH:8][CH:9]=2)[C:4]([CH3:12])([CH3:11])[CH:3]1[CH2:13][C:14]#[N:15].CO/[CH:18]=[CH:19]/[CH:20]=[C:21]1\[S:22](=[O:32])(=[O:31])[C:23]2[CH:30]=[CH:29][CH:28]=[CH:27][C:24]=2[C:25]\1=[O:26]. Given the product [O:31]=[S:22]1(=[O:32])[C:23]2[CH:30]=[CH:29][CH:28]=[CH:27][C:24]=2[C:25](=[O:26])/[C:21]/1=[CH:20]/[CH:19]=[CH:18]/[C:13](=[C:3]1/[N:2]([CH3:1])[C:10]2[C:5]([C:4]/1([CH3:12])[CH3:11])=[CH:6][CH:7]=[CH:8][CH:9]=2)/[C:14]#[N:15], predict the reactants needed to synthesize it. (4) Given the product [ClH:55].[NH2:46][CH2:45][C@H:42]1[CH2:41][CH2:40][C@H:39]([C:37]([NH:36][C@H:15]([C:14]([NH:13][C:4]2[CH:5]=[CH:6][C:7]([C:8]3[N:9]=[N:10][NH:11][N:12]=3)=[C:2]([F:1])[CH:3]=2)=[O:54])[CH2:16][C:17]2[CH:18]=[CH:19][C:20]([C:23]3[CH:28]=[CH:27][C:26]([C:29]([NH:30][CH:31]([CH3:32])[CH3:33])=[O:34])=[CH:25][C:24]=3[CH3:35])=[CH:21][CH:22]=2)=[O:38])[CH2:44][CH2:43]1, predict the reactants needed to synthesize it. The reactants are: [F:1][C:2]1[CH:3]=[C:4]([NH:13][C:14](=[O:54])[C@@H:15]([NH:36][C:37]([C@H:39]2[CH2:44][CH2:43][C@H:42]([CH2:45][NH:46]C(=O)OC(C)(C)C)[CH2:41][CH2:40]2)=[O:38])[CH2:16][C:17]2[CH:22]=[CH:21][C:20]([C:23]3[CH:28]=[CH:27][C:26]([C:29](=[O:34])[NH:30][CH:31]([CH3:33])[CH3:32])=[CH:25][C:24]=3[CH3:35])=[CH:19][CH:18]=2)[CH:5]=[CH:6][C:7]=1[C:8]1[N:9]=[N:10][NH:11][N:12]=1.[ClH:55].C(#N)C. (5) Given the product [C:1]([O:5][C:6]([N:8]1[CH2:13][CH2:12][N:11]([C:14]([O:16][C:17]([CH3:20])([CH3:19])[CH3:18])=[O:15])[CH2:10][C@@H:9]1[C:21](=[O:26])[C:31]1[CH:32]=[CH:33][C:28]([F:27])=[CH:29][CH:30]=1)=[O:7])([CH3:3])([CH3:2])[CH3:4], predict the reactants needed to synthesize it. The reactants are: [C:1]([O:5][C:6]([N:8]1[CH2:13][CH2:12][N:11]([C:14]([O:16][C:17]([CH3:20])([CH3:19])[CH3:18])=[O:15])[CH2:10][C@@H:9]1[C:21](=[O:26])N(OC)C)=[O:7])([CH3:4])([CH3:3])[CH3:2].[F:27][C:28]1[CH:33]=[CH:32][C:31]([Mg]Br)=[CH:30][CH:29]=1. (6) Given the product [CH:29]([S:32]([C:35]1[CH:43]=[CH:42][C:38]([C:39]([N:26]2[CH2:27][CH2:28][C:23]3([C:14]4[CH:13]=[N:12][N:11]([CH3:10])[C:15]=4[C:16]4[CH:17]=[CH:18][CH:19]=[CH:20][C:21]=4[O:22]3)[CH2:24][CH2:25]2)=[O:40])=[CH:37][C:36]=1[CH3:44])(=[O:34])=[O:33])([CH3:31])[CH3:30], predict the reactants needed to synthesize it. The reactants are: C(N(CC)CC)C.Cl.Cl.[CH3:10][N:11]1[C:15]2[C:16]3[CH:17]=[CH:18][CH:19]=[CH:20][C:21]=3[O:22][C:23]3([CH2:28][CH2:27][NH:26][CH2:25][CH2:24]3)[C:14]=2[CH:13]=[N:12]1.[CH:29]([S:32]([C:35]1[CH:43]=[CH:42][C:38]([C:39](O)=[O:40])=[CH:37][C:36]=1[CH3:44])(=[O:34])=[O:33])([CH3:31])[CH3:30].CN(C(ON1N=NC2C=CC=NC1=2)=[N+](C)C)C.F[P-](F)(F)(F)(F)F. (7) Given the product [F:42][C:17]([F:16])([F:41])[C:18]1[CH:19]=[CH:20][C:21]([O:24][C:25]2[CH:26]=[CH:27][C:28]([O:31][C:32]([N:34]3[CH2:39][CH2:38][CH:37]([O:13][C:10]4[CH:11]=[CH:12][C:7]([CH2:6][C:5]([O:4][CH2:1][CH:2]=[CH2:3])=[O:15])=[CH:8][C:9]=4[F:14])[CH2:36][CH2:35]3)=[O:33])=[CH:29][CH:30]=2)=[N:22][CH:23]=1, predict the reactants needed to synthesize it. The reactants are: [CH2:1]([O:4][C:5](=[O:15])[CH2:6][C:7]1[CH:12]=[CH:11][C:10]([OH:13])=[C:9]([F:14])[CH:8]=1)[CH:2]=[CH2:3].[F:16][C:17]([F:42])([F:41])[C:18]1[CH:19]=[CH:20][C:21]([O:24][C:25]2[CH:30]=[CH:29][C:28]([O:31][C:32]([N:34]3[CH2:39][CH2:38][CH:37](O)[CH2:36][CH2:35]3)=[O:33])=[CH:27][CH:26]=2)=[N:22][CH:23]=1. (8) Given the product [F:1][C:2]1[CH:3]=[CH:4][C:5]2[C:6]3[CH2:15][CH2:14][N:13]([C:21](=[O:28])[C:22]4[CH:27]=[CH:26][CH:25]=[CH:24][CH:23]=4)[CH:12]=[C:11]([C:16]([O:18][CH2:19][CH3:20])=[O:17])[C:7]=3[NH:8][C:9]=2[CH:10]=1, predict the reactants needed to synthesize it. The reactants are: [F:1][C:2]1[CH:3]=[CH:4][C:5]2[C:6]3[CH2:15][CH2:14][NH:13][CH:12]=[C:11]([C:16]([O:18][CH2:19][CH3:20])=[O:17])[C:7]=3[NH:8][C:9]=2[CH:10]=1.[C:21](Cl)(=[O:28])[C:22]1[CH:27]=[CH:26][CH:25]=[CH:24][CH:23]=1. (9) Given the product [Br:1][C:2]1[CH:7]=[CH:6][CH:5]=[CH:4][C:3]=1[CH:8]([C:11]1[CH:12]=[CH:13][CH:14]=[CH:15][CH:16]=1)[CH2:9][O:10][CH2:27][O:28][CH3:29], predict the reactants needed to synthesize it. The reactants are: [Br:1][C:2]1[CH:7]=[CH:6][CH:5]=[CH:4][C:3]=1[CH:8]([C:11]1[CH:16]=[CH:15][CH:14]=[CH:13][CH:12]=1)[CH2:9][OH:10].C(N(C(C)C)CC)(C)C.Cl[CH2:27][O:28][CH3:29].